Dataset: Peptide-MHC class II binding affinity with 134,281 pairs from IEDB. Task: Regression. Given a peptide amino acid sequence and an MHC pseudo amino acid sequence, predict their binding affinity value. This is MHC class II binding data. (1) The MHC is DRB1_0802 with pseudo-sequence DRB1_0802. The binding affinity (normalized) is 0.816. The peptide sequence is MMGMFNMLSTVLGVS. (2) The peptide sequence is LDEVYNAAYNAADHA. The MHC is HLA-DQA10301-DQB10302 with pseudo-sequence HLA-DQA10301-DQB10302. The binding affinity (normalized) is 0.405. (3) The peptide sequence is HLAEGKVDTGVAVSR. The MHC is HLA-DQA10102-DQB10501 with pseudo-sequence HLA-DQA10102-DQB10501. The binding affinity (normalized) is 0.514. (4) The peptide sequence is LGALLLWMGINARDRSIA. The MHC is DRB5_0101 with pseudo-sequence DRB5_0101. The binding affinity (normalized) is 0.645.